Dataset: Catalyst prediction with 721,799 reactions and 888 catalyst types from USPTO. Task: Predict which catalyst facilitates the given reaction. (1) Reactant: [I:1][C:2]1[CH:9]=[CH:8][C:5]([CH2:6]Br)=[CH:4][CH:3]=1.[H-].[Na+].[F:12][C:13]([F:22])([F:21])[CH2:14][CH2:15][CH:16]([C:19]#[N:20])[C:17]#[N:18].Cl. Product: [I:1][C:2]1[CH:9]=[CH:8][C:5]([CH2:6][C:16]([CH2:15][CH2:14][C:13]([F:12])([F:21])[F:22])([C:17]#[N:18])[C:19]#[N:20])=[CH:4][CH:3]=1. The catalyst class is: 9. (2) Reactant: [F:1][C:2]1[CH:11]=[N:10][C:9]2[C:8](=O)[NH:7][CH:6]=[N:5][C:4]=2[CH:3]=1.C(N(C(C)C)CC)(C)C.P(Cl)(Cl)([Cl:24])=O.O. Product: [Cl:24][C:8]1[C:9]2[N:10]=[CH:11][C:2]([F:1])=[CH:3][C:4]=2[N:5]=[CH:6][N:7]=1. The catalyst class is: 11. (3) Reactant: [NH2:1][C:2]1[N:7]=[CH:6][N:5]=[C:4]2[N:8]([C@H:18]3[CH2:22][CH2:21][N:20]([C:23]([O:25][C:26]([CH3:29])([CH3:28])[CH3:27])=[O:24])[CH2:19]3)[N:9]=[C:10]([C:11]3[CH:16]=[CH:15][C:14]([NH2:17])=[CH:13][CH:12]=3)[C:3]=12.[F:30][C:31]([F:42])([F:41])[C:32]1[CH:33]=[C:34]([N:38]=[C:39]=[O:40])[CH:35]=[CH:36][CH:37]=1. Product: [NH2:1][C:2]1[N:7]=[CH:6][N:5]=[C:4]2[N:8]([C@H:18]3[CH2:22][CH2:21][N:20]([C:23]([O:25][C:26]([CH3:29])([CH3:28])[CH3:27])=[O:24])[CH2:19]3)[N:9]=[C:10]([C:11]3[CH:16]=[CH:15][C:14]([NH:17][C:39]([NH:38][C:34]4[CH:35]=[CH:36][CH:37]=[C:32]([C:31]([F:30])([F:41])[F:42])[CH:33]=4)=[O:40])=[CH:13][CH:12]=3)[C:3]=12. The catalyst class is: 2. (4) Reactant: [CH3:1][O:2][C:3]1[CH:4]=[C:5]2[C:10](=[CH:11][C:12]=1[O:13][CH3:14])[N:9]=[CH:8][CH:7]=[C:6]2[O:15][C:16]1[CH:22]=[CH:21][C:19]([NH2:20])=[CH:18][CH:17]=1.ClC(Cl)(O[C:27](=[O:33])[O:28][C:29](Cl)(Cl)Cl)Cl.[O:35]1[CH2:40][CH2:39][N:38]([CH2:41][CH2:42]CO)[CH2:37][CH2:36]1.C(=O)(O)[O-].[Na+]. Product: [CH3:1][O:2][C:3]1[CH:4]=[C:5]2[C:10](=[CH:11][C:12]=1[O:13][CH3:14])[N:9]=[CH:8][CH:7]=[C:6]2[O:15][C:16]1[CH:22]=[CH:21][C:19]([NH:20][C:27](=[O:33])[O:28][CH2:29][CH2:42][CH2:41][N:38]2[CH2:39][CH2:40][O:35][CH2:36][CH2:37]2)=[CH:18][CH:17]=1. The catalyst class is: 208. (5) Reactant: [C:1]1([C:10]2[CH:15]=[CH:14][CH:13]=[CH:12][CH:11]=2)[C:2]([C:7]([OH:9])=O)=[CH:3][CH:4]=[CH:5][CH:6]=1.C1C=CC2N(O)N=NC=2C=1.CCN=C=NCCCN(C)C.Cl.[N:38]1[CH:43]=[CH:42][CH:41]=[CH:40][C:39]=1[CH2:44][C:45]1[CH:50]=[CH:49][C:48]([NH2:51])=[CH:47][CH:46]=1. Product: [N:38]1[CH:43]=[CH:42][CH:41]=[CH:40][C:39]=1[CH2:44][C:45]1[CH:46]=[CH:47][C:48]([NH:51][C:7]([C:2]2[C:1]([C:10]3[CH:15]=[CH:14][CH:13]=[CH:12][CH:11]=3)=[CH:6][CH:5]=[CH:4][CH:3]=2)=[O:9])=[CH:49][CH:50]=1. The catalyst class is: 255.